Predict the reaction yield, written as a fraction of the theoretical maximum amount of product (1.0 means a 100% yield; for example, 0.34 means a 34% yield). From a dataset of Reaction yield outcomes from USPTO patents with 853,638 reactions. (1) The reactants are [OH:1][C@H:2]1[CH2:7][CH2:6][C@H:5]([C:8]([N:10]([O:12][CH3:13])[CH3:11])=[O:9])[CH2:4][CH2:3]1.[H-].[Na+].[CH3:16]I.O. The catalyst is CN(C)C=O. The product is [CH3:13][O:12][N:10]([CH3:11])[C:8]([C@H:5]1[CH2:6][CH2:7][C@H:2]([O:1][CH3:16])[CH2:3][CH2:4]1)=[O:9]. The yield is 0.970. (2) The reactants are [Cl-].O[NH3+:3].[C:4](=[O:7])([O-])[OH:5].[Na+].CS(C)=O.[CH2:13]([C:17]1[N:18]=[C:19]([CH3:51])[N:20]([CH2:39][C:40]2[N:44]=[C:43]([C:45]3[CH:50]=[CH:49][CH:48]=[CH:47][CH:46]=3)[O:42][N:41]=2)[C:21](=[O:38])[C:22]=1[CH2:23][C:24]1[CH:29]=[CH:28][C:27]([C:30]2[C:31]([C:36]#[N:37])=[CH:32][CH:33]=[CH:34][CH:35]=2)=[CH:26][CH:25]=1)[CH2:14][CH2:15][CH3:16]. The catalyst is C(OCC)(=O)C. The yield is 0.690. The product is [CH2:13]([C:17]1[N:18]=[C:19]([CH3:51])[N:20]([CH2:39][C:40]2[N:44]=[C:43]([C:45]3[CH:50]=[CH:49][CH:48]=[CH:47][CH:46]=3)[O:42][N:41]=2)[C:21](=[O:38])[C:22]=1[CH2:23][C:24]1[CH:25]=[CH:26][C:27]([C:30]2[CH:35]=[CH:34][CH:33]=[CH:32][C:31]=2[C:36]2[NH:3][C:4](=[O:7])[O:5][N:37]=2)=[CH:28][CH:29]=1)[CH2:14][CH2:15][CH3:16]. (3) The reactants are [OH:1][C:2]1[CH:9]=[CH:8][C:5]([CH:6]=[O:7])=[CH:4][CH:3]=1.C(=O)([O-])[O-].[K+].[K+].Br[C:17]([CH3:26])([CH3:25])[C:18]([O:20][C:21]([CH3:24])([CH3:23])[CH3:22])=[O:19].O. The catalyst is CN(C)C=O. The product is [CH:6]([C:5]1[CH:8]=[CH:9][C:2]([O:1][C:17]([CH3:26])([CH3:25])[C:18]([O:20][C:21]([CH3:24])([CH3:23])[CH3:22])=[O:19])=[CH:3][CH:4]=1)=[O:7]. The yield is 0.420.